Dataset: Peptide-MHC class II binding affinity with 134,281 pairs from IEDB. Task: Regression. Given a peptide amino acid sequence and an MHC pseudo amino acid sequence, predict their binding affinity value. This is MHC class II binding data. (1) The peptide sequence is SVAYKAAVGATPEAK. The MHC is DRB1_0405 with pseudo-sequence DRB1_0405. The binding affinity (normalized) is 0.668. (2) The peptide sequence is APEVKYTVFETALKK. The MHC is HLA-DPA10301-DPB10402 with pseudo-sequence HLA-DPA10301-DPB10402. The binding affinity (normalized) is 0.677. (3) The binding affinity (normalized) is 0.544. The peptide sequence is LISWGHYPLHLRYYR. The MHC is HLA-DPA10103-DPB10401 with pseudo-sequence HLA-DPA10103-DPB10401. (4) The peptide sequence is PEAKYDAYVATLTEA. The MHC is DRB4_0101 with pseudo-sequence DRB4_0103. The binding affinity (normalized) is 0.0648. (5) The peptide sequence is TESWIVDRQWAQDLT. The MHC is DRB1_0801 with pseudo-sequence DRB1_0801. The binding affinity (normalized) is 0.349. (6) The peptide sequence is SCTMPPVSFHGSDGC. The MHC is HLA-DQA10102-DQB10501 with pseudo-sequence HLA-DQA10102-DQB10501. The binding affinity (normalized) is 0. (7) The peptide sequence is SPILRFLYANVGEEA. The MHC is H-2-IAb with pseudo-sequence H-2-IAb. The binding affinity (normalized) is 0.425. (8) The peptide sequence is GFLNEDHWASRENSG. The MHC is DRB3_0202 with pseudo-sequence DRB3_0202. The binding affinity (normalized) is 0.579. (9) The peptide sequence is MLQALFKYDINIY. The MHC is HLA-DPA10201-DPB10501 with pseudo-sequence HLA-DPA10201-DPB10501. The binding affinity (normalized) is 0.214.